Dataset: Reaction yield outcomes from USPTO patents with 853,638 reactions. Task: Predict the reaction yield, written as a fraction of the theoretical maximum amount of product (1.0 means a 100% yield; for example, 0.34 means a 34% yield). The reactants are [ClH:1].Cl.[CH2:3]([N:10]1[CH2:15][CH2:14][NH:13][CH2:12][CH2:11]1)[C:4]1[CH:9]=[CH:8][CH:7]=[CH:6][CH:5]=1.Br[CH2:17][C:18]([C:20]1[CH:29]=[CH:28][C:27]2[C:22](=[CH:23][CH:24]=[CH:25][CH:26]=2)[CH:21]=1)=[O:19].C([O-])([O-])=O.[K+].[K+]. The catalyst is CC(C)=O. The product is [ClH:1].[ClH:1].[CH2:3]([N:10]1[CH2:15][CH2:14][N:13]([CH2:17][C:18]([C:20]2[CH:29]=[CH:28][C:27]3[C:22](=[CH:23][CH:24]=[CH:25][CH:26]=3)[CH:21]=2)=[O:19])[CH2:12][CH2:11]1)[C:4]1[CH:5]=[CH:6][CH:7]=[CH:8][CH:9]=1. The yield is 0.748.